Dataset: Forward reaction prediction with 1.9M reactions from USPTO patents (1976-2016). Task: Predict the product of the given reaction. (1) Given the reactants CC[C@H]1[C@H]2C[C@H]([C@H](OC3C4C(=CC=CC=4)C(O[C@H]([C:47]4[CH:56]=[CH:55][N:54]=[C:53]5[C:48]=4[CH:49]=[C:50]([O:57][CH3:58])[CH:51]=[CH:52]5)[C@@H]4N5C[C@H](CC)[C@@H](CC5)C4)=NN=3)[C:47]3[CH:56]=[CH:55][N:54]=[C:53]4[C:48]=3[CH:49]=[C:50]([O:57][CH3:58])[CH:51]=[CH:52]4)N(CC2)C1.CS(N)(=O)=O.C[O:65][C:66]1C=C2C(=C[C:75]=1[CH:76]=CC)N=CC=C2.S([O-])([O-])=[O:80].[Na+].[Na+].[Cl-].[Na+], predict the reaction product. The product is: [CH3:58][O:57][C:50]1[CH:49]=[C:48]2[C:53](=[CH:52][C:51]=1[CH:66]([OH:65])[CH:75]([OH:80])[CH3:76])[N:54]=[CH:55][CH:56]=[CH:47]2. (2) Given the reactants [CH2:1]([C:8]1[CH:9]=[N:10][C:11]2[C:16]([C:17]=1[C:18]1[CH:23]=[CH:22][CH:21]=[C:20](Br)[CH:19]=1)=[CH:15][CH:14]=[CH:13][C:12]=2[C:25]([F:28])([F:27])[F:26])[C:2]1[CH:7]=[CH:6][CH:5]=[CH:4][CH:3]=1.[CH3:29][Si:30]([CH3:47])([CH3:46])[C:31]#[C:32][Sn](CCCC)(CCCC)CCCC, predict the reaction product. The product is: [CH2:1]([C:8]1[CH:9]=[N:10][C:11]2[C:16]([C:17]=1[C:18]1[CH:23]=[CH:22][CH:21]=[C:20]([C:32]#[C:31][Si:30]([CH3:47])([CH3:46])[CH3:29])[CH:19]=1)=[CH:15][CH:14]=[CH:13][C:12]=2[C:25]([F:28])([F:27])[F:26])[C:2]1[CH:7]=[CH:6][CH:5]=[CH:4][CH:3]=1. (3) The product is: [N:15]1([CH2:14][CH2:13][O:12][C:10]2[CH:9]=[C:8]([C:21]3[CH:26]=[CH:25][CH:24]=[CH:23][CH:22]=3)[N:7]=[C:6]([C:4]([OH:5])=[O:3])[CH:11]=2)[CH2:20][CH2:19][O:18][CH2:17][CH2:16]1. Given the reactants C([O:3][C:4]([C:6]1[CH:11]=[C:10]([O:12][CH2:13][CH2:14][N:15]2[CH2:20][CH2:19][O:18][CH2:17][CH2:16]2)[CH:9]=[C:8]([C:21]2[CH:26]=[CH:25][CH:24]=[CH:23][CH:22]=2)[N:7]=1)=[O:5])C.[OH-].[Li+], predict the reaction product. (4) Given the reactants O[C:2]1[N:7]2[N:8]=[CH:9][C:10]([C:11]([O:13][CH2:14][CH3:15])=[O:12])=[C:6]2[N:5]=[CH:4][CH:3]=1.O=P(Cl)(Cl)[Cl:18].[OH-].[Na+].C([O-])([O-])=O.[Na+].[Na+], predict the reaction product. The product is: [Cl:18][C:2]1[N:7]2[N:8]=[CH:9][C:10]([C:11]([O:13][CH2:14][CH3:15])=[O:12])=[C:6]2[N:5]=[CH:4][CH:3]=1. (5) Given the reactants [C:1]([BH3-])#[N:2].[Na+].N[C:6]1[CH:7]=[CH:8][C:9]([N+:15]([O-:17])=[O:16])=[C:10]([CH:14]=1)[C:11]([OH:13])=[O:12].[CH2:18]=O.CO, predict the reaction product. The product is: [CH3:18][N:2]([CH3:1])[C:6]1[CH:7]=[CH:8][C:9]([N+:15]([O-:17])=[O:16])=[C:10]([CH:14]=1)[C:11]([OH:13])=[O:12]. (6) The product is: [OH:41][CH2:40][CH2:39][N:35]([CH2:36][CH2:37][OH:38])[CH2:34][CH2:33][CH2:32][CH2:31][NH:30][C:8](=[O:29])[NH:9][C:10]1[S:14][N:13]=[C:12]([O:15][CH2:16][C:17]2[CH:22]=[C:21]([F:23])[C:20]([CH3:24])=[CH:19][C:18]=2[F:25])[C:11]=1[C:26]([NH2:27])=[O:28]. Given the reactants C1(O[C:8](=[O:29])[NH:9][C:10]2[S:14][N:13]=[C:12]([O:15][CH2:16][C:17]3[CH:22]=[C:21]([F:23])[C:20]([CH3:24])=[CH:19][C:18]=3[F:25])[C:11]=2[C:26](=[O:28])[NH2:27])C=CC=CC=1.[NH2:30][CH2:31][CH2:32][CH2:33][CH2:34][N:35]([CH2:39][CH2:40][OH:41])[CH2:36][CH2:37][OH:38], predict the reaction product. (7) Given the reactants [CH:1]1([CH2:7][CH2:8][CH2:9][C:10]2[CH:11]=[C:12]([CH:16]=[CH:17][CH:18]=2)[C:13]([OH:15])=O)[CH2:6][CH2:5][CH2:4][CH2:3][CH2:2]1.Cl.Cl.[N:21]1[CH:26]=[CH:25][CH:24]=[C:23]([NH:27][C:28]([N:30]2[CH2:35][CH2:34][NH:33][CH2:32][CH2:31]2)=[O:29])[CH:22]=1.CCN=C=NCCCN(C)C.C1C=CC2N(O)N=NC=2C=1, predict the reaction product. The product is: [CH:1]1([CH2:7][CH2:8][CH2:9][C:10]2[CH:11]=[C:12]([CH:16]=[CH:17][CH:18]=2)[C:13]([N:33]2[CH2:34][CH2:35][N:30]([C:28]([NH:27][C:23]3[CH:22]=[N:21][CH:26]=[CH:25][CH:24]=3)=[O:29])[CH2:31][CH2:32]2)=[O:15])[CH2:2][CH2:3][CH2:4][CH2:5][CH2:6]1. (8) Given the reactants C(OC([N:8]1[C:12](=[O:13])[C:11]2([CH2:18][CH2:17][N:16]([S:19]([CH2:22][CH2:23][C:24]3[CH:29]=[CH:28][C:27]([C:30]([O:32]C(C)(C)C)=[O:31])=[CH:26][C:25]=3[CH3:37])(=[O:21])=[O:20])[CH2:15][CH2:14]2)[N:10]=[C:9]1[C:38]1[CH:43]=[C:42]([C:44]([F:47])([F:46])[F:45])[CH:41]=[C:40]([O:48][CH2:49][CH2:50][O:51][CH2:52][CH2:53][O:54][CH2:55][CH2:56][N:57](C(OC(C)(C)C)=O)[CH3:58])[CH:39]=1)=O)(C)(C)C.O.[ClH:67].O1CCOCC1, predict the reaction product. The product is: [ClH:67].[CH3:37][C:25]1[CH:26]=[C:27]([CH:28]=[CH:29][C:24]=1[CH2:23][CH2:22][S:19]([N:16]1[CH2:15][CH2:14][C:11]2([N:10]=[C:9]([C:38]3[CH:43]=[C:42]([C:44]([F:45])([F:46])[F:47])[CH:41]=[C:40]([O:48][CH2:49][CH2:50][O:51][CH2:52][CH2:53][O:54][CH2:55][CH2:56][NH:57][CH3:58])[CH:39]=3)[NH:8][C:12]2=[O:13])[CH2:18][CH2:17]1)(=[O:20])=[O:21])[C:30]([OH:32])=[O:31]. (9) Given the reactants Cl[CH2:2][CH2:3][O:4][C:5]1[C:13]2[C:8](=[N:9][CH:10]=[N:11][C:12]=2[NH:14][C:15]2[CH:20]=[CH:19][C:18]([O:21][CH2:22][C:23]3[CH:28]=[CH:27][CH:26]=[C:25]([F:29])[CH:24]=3)=[C:17]([Cl:30])[CH:16]=2)[NH:7][N:6]=1.[OH:31][CH:32]1[CH2:37][CH2:36][NH:35][CH2:34][CH2:33]1, predict the reaction product. The product is: [Cl:30][C:17]1[CH:16]=[C:15]([NH:14][C:12]2[N:11]=[CH:10][N:9]=[C:8]3[NH:7][N:6]=[C:5]([O:4][CH2:3][CH2:2][N:35]4[CH2:36][CH2:37][CH:32]([OH:31])[CH2:33][CH2:34]4)[C:13]=23)[CH:20]=[CH:19][C:18]=1[O:21][CH2:22][C:23]1[CH:28]=[CH:27][CH:26]=[C:25]([F:29])[CH:24]=1. (10) Given the reactants [OH:1][C:2]1[C:27]([O:28][CH3:29])=[CH:26][C:5]2[C:6]3[N:11]([CH:12]([C:14]([CH3:19])([CH3:18])[CH2:15][O:16][CH3:17])[CH2:13][C:4]=2[CH:3]=1)[CH:10]=[C:9]([C:20]([O:22][CH2:23][CH3:24])=[O:21])[C:8](=[O:25])[CH:7]=3.C(=O)([O-])[O-].[K+].[K+].CC1C=CC(S(O[CH2:47][CH2:48][CH2:49][CH2:50][CH2:51][CH2:52][NH:53][C:54]([O:56][C:57]([CH3:60])([CH3:59])[CH3:58])=[O:55])(=O)=O)=CC=1.O, predict the reaction product. The product is: [C:57]([O:56][C:54]([NH:53][CH2:52][CH2:51][CH2:50][CH2:49][CH2:48][CH2:47][O:1][C:2]1[C:27]([O:28][CH3:29])=[CH:26][C:5]2[C:6]3[N:11]([CH:12]([C:14]([CH3:18])([CH3:19])[CH2:15][O:16][CH3:17])[CH2:13][C:4]=2[CH:3]=1)[CH:10]=[C:9]([C:20]([O:22][CH2:23][CH3:24])=[O:21])[C:8](=[O:25])[CH:7]=3)=[O:55])([CH3:60])([CH3:59])[CH3:58].